This data is from Forward reaction prediction with 1.9M reactions from USPTO patents (1976-2016). The task is: Predict the product of the given reaction. (1) Given the reactants [C:1]1(=[O:11])[C:9]2[C:4](=[CH:5][CH:6]=[CH:7][CH:8]=2)[C:3](=[O:10])[NH:2]1.[F:12][C:13]1[CH:18]=[CH:17][C:16]([C:19]2[N:20]=[CH:21][NH:22][CH:23]=2)=[CH:15][N:14]=1.C(=O)([O-])[O-].[K+].[K+].BrCCCCN1[C:39](=O)[C:38]2=CC=[CH:43][CH:44]=[C:37]2C1=O, predict the reaction product. The product is: [F:12][C:13]1[N:14]=[CH:15][C:16]([C:19]2[N:20]=[CH:21][N:22]([CH2:43][CH2:44][CH2:37][CH2:38][CH2:39][N:2]3[C:3](=[O:10])[C:4]4[C:9](=[CH:8][CH:7]=[CH:6][CH:5]=4)[C:1]3=[O:11])[CH:23]=2)=[CH:17][CH:18]=1. (2) Given the reactants [CH3:1][C:2]1([CH3:22])[C:6]2[C:7]([O:11][Si:12]([CH:19]([CH3:21])[CH3:20])([CH:16]([CH3:18])[CH3:17])[CH:13]([CH3:15])[CH3:14])=[CH:8][CH:9]=[CH:10][C:5]=2[O:4][CH2:3]1.[Br:23]N1C(=O)CCC1=O.C(Cl)(Cl)(Cl)Cl, predict the reaction product. The product is: [Br:23][C:10]1[C:5]2[O:4][CH2:3][C:2]([CH3:1])([CH3:22])[C:6]=2[C:7]([O:11][Si:12]([CH:16]([CH3:18])[CH3:17])([CH:13]([CH3:15])[CH3:14])[CH:19]([CH3:21])[CH3:20])=[CH:8][CH:9]=1.